Dataset: Full USPTO retrosynthesis dataset with 1.9M reactions from patents (1976-2016). Task: Predict the reactants needed to synthesize the given product. (1) Given the product [CH3:22][C:13]1[CH:14]=[CH:15][C:16]2[C:21](=[CH:20][CH:19]=[CH:18][CH:17]=2)[C:12]=1[N:11]=[CH:1][C:3]1[CH:8]=[CH:7][CH:6]=[C:5]([CH:9]=[N:11][C:12]2[C:21]3[C:16](=[CH:17][CH:18]=[CH:19][CH:20]=3)[CH:15]=[CH:14][C:23]=2[CH3:24])[N:4]=1, predict the reactants needed to synthesize it. The reactants are: [CH:1]([C:3]1[CH:8]=[CH:7][CH:6]=[C:5]([CH:9]=O)[N:4]=1)=O.[NH2:11][C:12]1[C:21]2[C:16](=[CH:17][CH:18]=[CH:19][CH:20]=2)[CH:15]=[CH:14][C:13]=1[CH3:22].[C:23](O)(=O)[CH3:24]. (2) Given the product [Cl:40][C:39]1[C:34]([O:30][C:22]2[CH:21]=[C:20]([CH2:19][OH:18])[CH:25]=[C:24]([CH2:26][O:27][CH2:28][CH3:29])[CH:23]=2)=[N:35][CH:36]=[C:37]([C:41]([F:43])([F:42])[F:44])[CH:38]=1, predict the reactants needed to synthesize it. The reactants are: [Si]([O:18][CH2:19][C:20]1[CH:21]=[C:22]([OH:30])[CH:23]=[C:24]([CH2:26][O:27][CH2:28][CH3:29])[CH:25]=1)(C(C)(C)C)(C1C=CC=CC=1)C1C=CC=CC=1.[H-].[Na+].Cl[C:34]1[C:39]([Cl:40])=[CH:38][C:37]([C:41]([F:44])([F:43])[F:42])=[CH:36][N:35]=1.[F-].C([N+](CCCC)(CCCC)CCCC)CCC.C(=O)([O-])O.[Na+]. (3) Given the product [NH2:2][C@H:3]([C:9]([O-:11])=[O:10])[CH2:4][CH2:5][CH2:6][CH2:7][NH2:8].[NH2:12][C@H:13]([C:19]([O-:21])=[O:20])[CH2:14][CH2:15][CH2:16][CH2:17][NH2:18].[Ca+2:22], predict the reactants needed to synthesize it. The reactants are: O.[NH2:2][C@H:3]([C:9]([O-:11])=[O:10])[CH2:4][CH2:5][CH2:6][CH2:7][NH2:8].[NH2:12][C@H:13]([C:19]([O-:21])=[O:20])[CH2:14][CH2:15][CH2:16][CH2:17][NH2:18].[Ca+2:22]. (4) Given the product [OH:7][CH2:6][CH2:5][CH2:4][CH2:3][CH2:2][NH:1][CH:8]=[O:9], predict the reactants needed to synthesize it. The reactants are: [NH2:1][CH2:2][CH2:3][CH2:4][CH2:5][CH2:6][OH:7].[CH:8](OCC)=[O:9]. (5) The reactants are: [Cl:1][C:2]1[CH:7]=[CH:6][CH:5]=[CH:4][C:3]=1[S:8]([N:11]1[CH2:21][CH2:20][C:14]2([C:18](=[O:19])[NH:17][CH2:16][CH2:15]2)[CH2:13][CH2:12]1)(=[O:10])=[O:9].Br[C:23]1[CH:33]=[CH:32][C:26]2[O:27][C:28]([F:31])([F:30])[O:29][C:25]=2[CH:24]=1. Given the product [Cl:1][C:2]1[CH:7]=[CH:6][CH:5]=[CH:4][C:3]=1[S:8]([N:11]1[CH2:21][CH2:20][C:14]2([C:18](=[O:19])[N:17]([C:33]3[CH:23]=[CH:24][C:25]4[O:29][C:28]([F:30])([F:31])[O:27][C:26]=4[CH:32]=3)[CH2:16][CH2:15]2)[CH2:13][CH2:12]1)(=[O:9])=[O:10], predict the reactants needed to synthesize it.